This data is from Full USPTO retrosynthesis dataset with 1.9M reactions from patents (1976-2016). The task is: Predict the reactants needed to synthesize the given product. (1) Given the product [Cl:16][C:11]([C:8]1[N:9]=[CH:10][C:5]([C:3]([O:2][CH3:1])=[O:4])=[CH:6][CH:7]=1)=[O:13], predict the reactants needed to synthesize it. The reactants are: [CH3:1][O:2][C:3]([C:5]1[CH:6]=[CH:7][C:8]([C:11]([OH:13])=O)=[N:9][CH:10]=1)=[O:4].S(Cl)([Cl:16])=O. (2) Given the product [Br:10][C:7]1[CH:6]=[CH:5][C:4]([OH:9])=[C:3]([CH2:1][CH3:2])[CH:8]=1, predict the reactants needed to synthesize it. The reactants are: [CH2:1]([C:3]1[CH:8]=[CH:7][CH:6]=[CH:5][C:4]=1[OH:9])[CH3:2].[BrH:10].CS(C)=O. (3) Given the product [O:7]=[C:2]1[NH:3][C:4](=[O:6])[C:5](=[CH:8][C:10]2[CH:22]=[CH:21][C:13]([O:14][CH2:15][CH2:16][CH2:17][C:18]([OH:20])=[O:19])=[CH:12][CH:11]=2)[S:1]1, predict the reactants needed to synthesize it. The reactants are: [S:1]1[CH2:5][C:4](=[O:6])[NH:3][C:2]1=[O:7].[CH:8]([C:10]1[CH:22]=[CH:21][C:13]([O:14][CH2:15][CH2:16][CH2:17][C:18]([OH:20])=[O:19])=[CH:12][CH:11]=1)=O.C([O-])(=O)C.[Na+]. (4) Given the product [ClH:25].[CH3:22][CH:10]1[CH2:11][NH:12][CH2:13][CH2:14][N:9]1[CH:7]1[CH2:8][N:5]([C:1](=[O:4])[CH:2]=[CH2:3])[CH2:6]1, predict the reactants needed to synthesize it. The reactants are: [C:1]([N:5]1[CH2:8][CH:7]([N:9]2[CH2:14][CH2:13][N:12](C(OC(C)(C)C)=O)[CH2:11][CH:10]2[CH3:22])[CH2:6]1)(=[O:4])[CH:2]=[CH2:3].CO.[ClH:25]. (5) Given the product [Cl:15][C:16]1[CH:17]=[C:18]([NH:19][C:2]2[N:7]=[C:6]([Cl:8])[N:5]=[CH:4][N:3]=2)[CH:20]=[CH:21][CH:22]=1, predict the reactants needed to synthesize it. The reactants are: Cl[C:2]1[N:7]=[C:6]([Cl:8])[N:5]=[CH:4][N:3]=1.C([O-])([O-])=O.[K+].[K+].[Cl:15][C:16]1[CH:17]=[C:18]([CH:20]=[CH:21][CH:22]=1)[NH2:19]. (6) Given the product [F:49][C:48]([F:51])([F:50])[C:46]([O-:52])=[O:47].[Cl:1][C:2]1[CH:3]=[C:4]([CH:41]=[C:42]([C:44]#[N:45])[CH:43]=1)[O:5][C:6]1[C:7](=[O:40])[N:8]([CH2:16][C:17]2[C:25]3[C:20](=[N:21][CH:22]=[CH:23][CH:24]=3)[N:19]([C:26]([N:28]([CH3:39])[CH2:29][CH2:30][NH3+:31])=[O:27])[N:18]=2)[CH:9]=[CH:10][C:11]=1[C:12]([F:13])([F:14])[F:15], predict the reactants needed to synthesize it. The reactants are: [Cl:1][C:2]1[CH:3]=[C:4]([CH:41]=[C:42]([C:44]#[N:45])[CH:43]=1)[O:5][C:6]1[C:7](=[O:40])[N:8]([CH2:16][C:17]2[C:25]3[C:20](=[N:21][CH:22]=[CH:23][CH:24]=3)[N:19]([C:26]([N:28]([CH3:39])[CH2:29][CH2:30][NH:31]C(=O)OC(C)(C)C)=[O:27])[N:18]=2)[CH:9]=[CH:10][C:11]=1[C:12]([F:15])([F:14])[F:13].[C:46]([OH:52])([C:48]([F:51])([F:50])[F:49])=[O:47].